From a dataset of Peptide-MHC class I binding affinity with 185,985 pairs from IEDB/IMGT. Regression. Given a peptide amino acid sequence and an MHC pseudo amino acid sequence, predict their binding affinity value. This is MHC class I binding data. (1) The peptide sequence is WHQARFEEL. The MHC is HLA-B15:01 with pseudo-sequence HLA-B15:01. The binding affinity (normalized) is 0.0847. (2) The peptide sequence is QTVDFTDCR. The MHC is HLA-A02:01 with pseudo-sequence HLA-A02:01. The binding affinity (normalized) is 0. (3) The peptide sequence is VILKDPRIA. The MHC is HLA-A02:03 with pseudo-sequence HLA-A02:03. The binding affinity (normalized) is 0.408.